This data is from NCI-60 drug combinations with 297,098 pairs across 59 cell lines. The task is: Regression. Given two drug SMILES strings and cell line genomic features, predict the synergy score measuring deviation from expected non-interaction effect. Drug 1: CC12CCC3C(C1CCC2=O)CC(=C)C4=CC(=O)C=CC34C. Drug 2: CCC1(CC2CC(C3=C(CCN(C2)C1)C4=CC=CC=C4N3)(C5=C(C=C6C(=C5)C78CCN9C7C(C=CC9)(C(C(C8N6C)(C(=O)OC)O)OC(=O)C)CC)OC)C(=O)OC)O.OS(=O)(=O)O. Cell line: HL-60(TB). Synergy scores: CSS=68.1, Synergy_ZIP=2.48, Synergy_Bliss=7.69, Synergy_Loewe=-25.4, Synergy_HSA=6.34.